Dataset: Full USPTO retrosynthesis dataset with 1.9M reactions from patents (1976-2016). Task: Predict the reactants needed to synthesize the given product. (1) The reactants are: [C:1]([O:5][C:6](=[O:36])[NH:7][C:8]1([C:12]2[CH:17]=[CH:16][C:15]([C:18]3[C:27](=[O:28])[C:26]4[C:21](=[CH:22][CH:23]=[C:24](F)[CH:25]=4)[O:20][C:19]=3[C:30]3[CH:35]=[CH:34][CH:33]=[CH:32][CH:31]=3)=[CH:14][CH:13]=2)[CH2:11][CH2:10][CH2:9]1)([CH3:4])([CH3:3])[CH3:2].[CH2:37]([N:39]1C2=C3C(=CC=[C:42]2[CH:41]=[N:40]1)C(=O)C(I)=C(C1C=CC=CC=1)O3)C. Given the product [C:1]([O:5][C:6](=[O:36])[NH:7][C:8]1([C:12]2[CH:17]=[CH:16][C:15]([C:18]3[C:27](=[O:28])[C:26]4[C:21]([O:20][C:19]=3[C:30]3[CH:35]=[CH:34][CH:33]=[CH:32][CH:31]=3)=[C:22]3[N:40]([CH2:41][CH3:42])[N:39]=[CH:37][C:23]3=[CH:24][CH:25]=4)=[CH:14][CH:13]=2)[CH2:11][CH2:10][CH2:9]1)([CH3:4])([CH3:3])[CH3:2], predict the reactants needed to synthesize it. (2) The reactants are: [CH3:1][C:2]1[C:10]2[NH:9][C:8]3[CH2:11][CH2:12][N:13]4[CH:17]([C:7]=3[C:6]=2[CH:5]=[C:4]([CH3:18])[CH:3]=1)[CH2:16][CH2:15][CH2:14]4.CC(OI1(OC(C)=O)(OC(C)=O)[O:32][C:30](=O)[C:29]2[CH:28]=[CH:27][CH:26]=[CH:25][C:24]1=2)=O.S(O)([O-])(=O)=O.S(O)(O)(=O)=S.[Na+].[C:52](=O)(O)[O-].[Na+]. Given the product [CH:29]1([C:30](=[O:32])[CH2:52][N:9]2[C:10]3[C:2]([CH3:1])=[CH:3][C:4]([CH3:18])=[CH:5][C:6]=3[C:7]3[CH:17]4[N:13]([CH2:12][CH2:11][C:8]2=3)[CH2:14][CH2:15][CH2:16]4)[CH2:24][CH2:25][CH2:26][CH2:27][CH2:28]1, predict the reactants needed to synthesize it. (3) Given the product [Br:19][CH2:2][C:3]1[CH:8]=[CH:7][C:6]([C:9]2[CH:10]=[CH:11][C:12]([O:15][CH2:16][CH3:17])=[N:13][CH:14]=2)=[CH:5][CH:4]=1, predict the reactants needed to synthesize it. The reactants are: O[CH2:2][C:3]1[CH:8]=[CH:7][C:6]([C:9]2[CH:10]=[CH:11][C:12]([O:15][CH2:16][CH3:17])=[N:13][CH:14]=2)=[CH:5][CH:4]=1.O.[BrH:19]. (4) The reactants are: [NH:1]1[CH2:6][CH2:5][CH:4]([NH:7][C:8](=[O:14])[O:9][C:10]([CH3:13])([CH3:12])[CH3:11])[CH2:3][CH2:2]1.CN(C1CCNCC1)C.CCN=C=NCCCN(C)C.[CH3:35][CH:36]([CH2:40][CH3:41])[C:37](O)=[O:38]. Given the product [CH3:35][CH:36]([CH2:40][CH3:41])[C:37]([N:1]1[CH2:2][CH2:3][CH:4]([NH:7][C:8](=[O:14])[O:9][C:10]([CH3:11])([CH3:13])[CH3:12])[CH2:5][CH2:6]1)=[O:38], predict the reactants needed to synthesize it. (5) Given the product [CH2:17]([O:16][C:11](=[O:15])[C@H:12]([CH3:14])[NH:8][C:7]1[CH:9]=[CH:10][C:4]([N:1]=[N+:2]=[N-:3])=[CH:5][CH:6]=1)[CH:18]([CH3:20])[CH3:19], predict the reactants needed to synthesize it. The reactants are: [N:1]([C:4]1[CH:10]=[CH:9][C:7]([NH2:8])=[CH:6][CH:5]=1)=[N+:2]=[N-:3].[C:11]([O:16][CH2:17][CH:18]([CH3:20])[CH3:19])(=[O:15])[C:12]([CH3:14])=O. (6) Given the product [CH:27]1[C:28]2[N:16]([C@@H:10]([CH2:11][CH2:12][C:13]([O:15][CH2:45][CH2:46][OH:47])=[O:14])[C:9]([O:8][CH2:1][C:2]3[CH:7]=[CH:6][CH:5]=[CH:4][CH:3]=3)=[O:29])[C:17]3[C:22](=[CH:21][CH:20]=[CH:19][CH:18]=3)[C:23]=2[CH:24]=[CH:25][CH:26]=1, predict the reactants needed to synthesize it. The reactants are: [CH2:1]([O:8][C:9](=[O:29])[C@@H:10]([N:16]1[C:28]2[CH:27]=[CH:26][CH:25]=[CH:24][C:23]=2[C:22]2[C:17]1=[CH:18][CH:19]=[CH:20][CH:21]=2)[CH2:11][CH2:12][C:13]([OH:15])=[O:14])[C:2]1[CH:7]=[CH:6][CH:5]=[CH:4][CH:3]=1.C1CCC(N=C=NC2CCCCC2)CC1.[CH2:45](O)[CH2:46][OH:47]. (7) Given the product [ClH:1].[NH2:8][C@H:6]([CH3:7])[CH:5]([CH:2]1[CH2:4][CH2:3]1)[OH:16], predict the reactants needed to synthesize it. The reactants are: [ClH:1].[CH:2]1([CH:5]([OH:16])[C@H:6]([NH:8]C(=O)OC(C)(C)C)[CH3:7])[CH2:4][CH2:3]1.